This data is from TCR-epitope binding with 47,182 pairs between 192 epitopes and 23,139 TCRs. The task is: Binary Classification. Given a T-cell receptor sequence (or CDR3 region) and an epitope sequence, predict whether binding occurs between them. (1) Result: 1 (the TCR binds to the epitope). The TCR CDR3 sequence is CASSQDQGRNNEQFF. The epitope is VLAWLYAAV. (2) The epitope is FVDGVPFVV. The TCR CDR3 sequence is CASSQDRIKLAGVPDWANVLTF. Result: 1 (the TCR binds to the epitope). (3) The epitope is LVLSVNPYV. The TCR CDR3 sequence is CASSLPAGSTDTQYF. Result: 0 (the TCR does not bind to the epitope). (4) The epitope is SSNVANYQK. The TCR CDR3 sequence is CASSLVLGSETQYF. Result: 0 (the TCR does not bind to the epitope). (5) The TCR CDR3 sequence is CASSPTWSPYEQYF. Result: 1 (the TCR binds to the epitope). The epitope is VTEHDTLLY. (6) The TCR CDR3 sequence is CASSLTGGQETQYF. Result: 1 (the TCR binds to the epitope). The epitope is FLPRVFSAV. (7) The epitope is FLYNLLTRV. Result: 0 (the TCR does not bind to the epitope). The TCR CDR3 sequence is CASGPGQGSHEQYF. (8) The epitope is RAKFKQLL. The TCR CDR3 sequence is CASSLMRGGTYNSPLHF. Result: 1 (the TCR binds to the epitope). (9) Result: 0 (the TCR does not bind to the epitope). The epitope is SEPVLKGVKL. The TCR CDR3 sequence is CASSPIQGSEQYF.